From a dataset of Reaction yield outcomes from USPTO patents with 853,638 reactions. Predict the reaction yield, written as a fraction of the theoretical maximum amount of product (1.0 means a 100% yield; for example, 0.34 means a 34% yield). (1) The reactants are [CH3:1][O:2][C:3]([C:5]1[C:10]([CH3:11])=[CH:9][CH:8]=[CH:7][N+:6]=1[O-])=[O:4].O=P(Cl)(Cl)[Cl:15]. No catalyst specified. The product is [Cl:15][C:7]1[N:6]=[C:5]([C:3]([O:2][CH3:1])=[O:4])[C:10]([CH3:11])=[CH:9][CH:8]=1. The yield is 0.370. (2) The product is [CH3:1][C:2]1[N:25]([C:21]2[CH:20]=[C:19]3[C:24]([C:16]([C:13]4[CH2:14][CH2:15][N:10]([CH3:9])[CH2:11][CH:12]=4)=[CH:17][N:18]3[S:26]([C:29]3[CH:34]=[CH:33][CH:32]=[CH:31][CH:30]=3)(=[O:28])=[O:27])=[CH:23][CH:22]=2)[C:5]([CH3:6])=[CH:4][CH:3]=1. The reactants are [CH3:1][C:2](=O)[CH2:3][CH2:4][C:5](=O)[CH3:6].[CH3:9][N:10]1[CH2:15][CH:14]=[C:13]([C:16]2[C:24]3[C:19](=[CH:20][C:21]([NH2:25])=[CH:22][CH:23]=3)[N:18]([S:26]([C:29]3[CH:34]=[CH:33][CH:32]=[CH:31][CH:30]=3)(=[O:28])=[O:27])[CH:17]=2)[CH2:12][CH2:11]1.C1(C)C=CC(S(O)(=O)=O)=CC=1. The yield is 0.320. The catalyst is C1(C)C=CC=CC=1. (3) The reactants are C[N:2](C)/[CH:3]=[CH:4]/[C:5]([C:7]1[C:12](=[O:13])[CH:11]=[CH:10][N:9]([C:14]2[CH:19]=[CH:18][CH:17]=[CH:16][CH:15]=2)[N:8]=1)=O.[C:21]1([NH:27]N)[CH:26]=[CH:25][CH:24]=[CH:23][CH:22]=1. The yield is 0.810. The product is [C:14]1([N:9]2[CH:10]=[CH:11][C:12](=[O:13])[C:7]([C:5]3[N:27]([C:21]4[CH:26]=[CH:25][CH:24]=[CH:23][CH:22]=4)[N:2]=[CH:3][CH:4]=3)=[N:8]2)[CH:19]=[CH:18][CH:17]=[CH:16][CH:15]=1. No catalyst specified. (4) The reactants are [CH2:1]([O:8][C:9]1[CH:10]=[CH:11][C:12]([OH:19])=[C:13]([CH:18]=1)[C:14]([O:16][CH3:17])=[O:15])[C:2]1[CH:7]=[CH:6][CH:5]=[CH:4][CH:3]=1.[C:20]([O-])([O-])=O.[K+].[K+].IC.O. The catalyst is CN(C=O)C. The product is [CH2:1]([O:8][C:9]1[CH:10]=[CH:11][C:12]([O:19][CH3:20])=[C:13]([CH:18]=1)[C:14]([O:16][CH3:17])=[O:15])[C:2]1[CH:3]=[CH:4][CH:5]=[CH:6][CH:7]=1. The yield is 0.980. (5) The reactants are CC(C)([O-])C.[K+].[F:7][C:8]([F:12])([F:11])[CH2:9][OH:10].F[C:14]1[C:15]([C:20]([OH:22])=[O:21])=[N:16][CH:17]=[CH:18][CH:19]=1. The product is [F:7][C:8]([F:12])([F:11])[CH2:9][O:10][C:14]1[C:15]([C:20]([OH:22])=[O:21])=[N:16][CH:17]=[CH:18][CH:19]=1. The catalyst is O. The yield is 0.490.